This data is from NCI-60 drug combinations with 297,098 pairs across 59 cell lines. The task is: Regression. Given two drug SMILES strings and cell line genomic features, predict the synergy score measuring deviation from expected non-interaction effect. (1) Drug 1: CC12CCC3C(C1CCC2=O)CC(=C)C4=CC(=O)C=CC34C. Drug 2: C1=CC=C(C=C1)NC(=O)CCCCCCC(=O)NO. Cell line: SN12C. Synergy scores: CSS=40.0, Synergy_ZIP=3.64, Synergy_Bliss=5.18, Synergy_Loewe=6.33, Synergy_HSA=6.44. (2) Drug 1: C1CCC(C1)C(CC#N)N2C=C(C=N2)C3=C4C=CNC4=NC=N3. Cell line: SK-MEL-28. Drug 2: CCN(CC)CCNC(=O)C1=C(NC(=C1C)C=C2C3=C(C=CC(=C3)F)NC2=O)C. Synergy scores: CSS=-4.42, Synergy_ZIP=4.05, Synergy_Bliss=5.55, Synergy_Loewe=-3.20, Synergy_HSA=-0.959. (3) Drug 1: C1CN1P(=S)(N2CC2)N3CC3. Drug 2: CC1C(C(CC(O1)OC2CC(CC3=C2C(=C4C(=C3O)C(=O)C5=CC=CC=C5C4=O)O)(C(=O)C)O)N)O. Cell line: U251. Synergy scores: CSS=48.8, Synergy_ZIP=-4.69, Synergy_Bliss=-2.62, Synergy_Loewe=1.89, Synergy_HSA=2.85. (4) Drug 1: CC=C1C(=O)NC(C(=O)OC2CC(=O)NC(C(=O)NC(CSSCCC=C2)C(=O)N1)C(C)C)C(C)C. Drug 2: CC(C)CN1C=NC2=C1C3=CC=CC=C3N=C2N. Cell line: SK-MEL-2. Synergy scores: CSS=78.2, Synergy_ZIP=17.1, Synergy_Bliss=13.4, Synergy_Loewe=-26.2, Synergy_HSA=11.0. (5) Drug 1: C1=NC2=C(N1)C(=S)N=C(N2)N. Drug 2: C1CC(C1)(C(=O)O)C(=O)O.[NH2-].[NH2-].[Pt+2]. Cell line: OVCAR3. Synergy scores: CSS=66.3, Synergy_ZIP=-4.04, Synergy_Bliss=-4.96, Synergy_Loewe=-6.06, Synergy_HSA=-2.84. (6) Drug 1: CC1=C2C(C(=O)C3(C(CC4C(C3C(C(C2(C)C)(CC1OC(=O)C(C(C5=CC=CC=C5)NC(=O)C6=CC=CC=C6)O)O)OC(=O)C7=CC=CC=C7)(CO4)OC(=O)C)O)C)OC(=O)C. Drug 2: CC12CCC3C(C1CCC2O)C(CC4=C3C=CC(=C4)O)CCCCCCCCCS(=O)CCCC(C(F)(F)F)(F)F. Cell line: UO-31. Synergy scores: CSS=0.972, Synergy_ZIP=0.742, Synergy_Bliss=0.579, Synergy_Loewe=-1.14, Synergy_HSA=-0.526.